Dataset: Forward reaction prediction with 1.9M reactions from USPTO patents (1976-2016). Task: Predict the product of the given reaction. (1) Given the reactants [Cl:1][C:2]1[C:7]([CH:8]=[O:9])=[C:6](Cl)[N:5]=[CH:4][N:3]=1.[NH3:11].CO, predict the reaction product. The product is: [NH2:11][C:6]1[C:7]([CH:8]=[O:9])=[C:2]([Cl:1])[N:3]=[CH:4][N:5]=1. (2) Given the reactants CC1C=CC(S(O[CH2:12][CH:13]2[O:18][C:17]3[CH:19]=[C:20]([O:23][S:24]([C:27]([F:30])([F:29])[F:28])(=[O:26])=[O:25])[CH:21]=[CH:22][C:16]=3[O:15][CH2:14]2)(=O)=O)=CC=1.[CH2:31]([NH2:34])[CH2:32][CH3:33], predict the reaction product. The product is: [F:28][C:27]([F:30])([F:29])[S:24]([O:23][C:20]1[CH:21]=[CH:22][C:16]2[O:15][CH2:14][CH:13]([CH2:12][NH:34][CH2:31][CH2:32][CH3:33])[O:18][C:17]=2[CH:19]=1)(=[O:26])=[O:25]. (3) Given the reactants [Br:1][C:2]1[CH:14]=[CH:13][CH:12]=[CH:11][C:3]=1[CH2:4]P(=O)(OC)OC.[H-].[Na+].[C:17]([O:21][C:22]([N:24]1[CH2:29][CH2:28][C:27](=O)[CH2:26][CH2:25]1)=[O:23])([CH3:20])([CH3:19])[CH3:18], predict the reaction product. The product is: [C:17]([O:21][C:22]([N:24]1[CH2:29][CH2:28][C:27](=[CH:4][C:3]2[CH:11]=[CH:12][CH:13]=[CH:14][C:2]=2[Br:1])[CH2:26][CH2:25]1)=[O:23])([CH3:20])([CH3:18])[CH3:19]. (4) Given the reactants FC1C=CC(S(N(S(C2C=CC(N3CC[C@@H](O)C3=O)=CC=2)(=O)=O)C2SC=CN=2)(=O)=O)=CC=1.C(N(CC)C(C)C)(C)C.S(OS(C(F)(F)F)(=O)=O)(C(F)(F)F)(=O)=O.[Cl:57][C:58]1[CH:59]=[C:60]([CH:65]2[O:70][CH2:69][CH2:68][NH:67][CH2:66]2)[CH:61]=[C:62]([Cl:64])[CH:63]=1, predict the reaction product. The product is: [Cl:64][C:62]1[CH:61]=[C:60]([C@@H:65]2[O:70][CH2:69][CH2:68][NH:67][CH2:66]2)[CH:59]=[C:58]([Cl:57])[CH:63]=1.